From a dataset of Forward reaction prediction with 1.9M reactions from USPTO patents (1976-2016). Predict the product of the given reaction. (1) Given the reactants [Cl:1][C:2]1[CH:3]=[N:4][C:5]2[N:6]([N:8]=[C:9]([C:11]([OH:13])=O)[CH:10]=2)[CH:7]=1.[Cl:14][C:15]1[C:23]2[CH2:22][CH2:21][NH:20][CH:19]([CH3:24])[C:18]=2[O:17][CH:16]=1, predict the reaction product. The product is: [Cl:14][C:15]1[C:23]2[CH2:22][CH2:21][N:20]([C:11]([C:9]3[CH:10]=[C:5]4[N:4]=[CH:3][C:2]([Cl:1])=[CH:7][N:6]4[N:8]=3)=[O:13])[CH:19]([CH3:24])[C:18]=2[O:17][CH:16]=1. (2) Given the reactants C(OC([N:8]1[CH2:14][CH2:13][CH2:12][N:11]([C:15]2[CH:16]=[C:17]([CH:25]([CH3:27])[CH3:26])[CH:18]=[C:19]3[C:24]=2[N:23]=[CH:22][CH:21]=[CH:20]3)[CH2:10][CH2:9]1)=O)(C)(C)C.[ClH:28], predict the reaction product. The product is: [ClH:28].[ClH:28].[N:11]1([C:15]2[CH:16]=[C:17]([CH:25]([CH3:27])[CH3:26])[CH:18]=[C:19]3[C:24]=2[N:23]=[CH:22][CH:21]=[CH:20]3)[CH2:12][CH2:13][CH2:14][NH:8][CH2:9][CH2:10]1. (3) The product is: [CH3:47][O:48][C:23]1[CH:24]=[CH:16][C:17]([C:18]([NH:19][C:15]2[C:30]([NH:59][CH2:13][CH:10]3[CH2:9][CH2:8][N:7]([C:4]4[CH:3]=[CH:2][N:1]=[CH:6][CH:5]=4)[CH2:12][CH2:11]3)=[CH:29][CH:28]=[CH:27][CH:26]=2)=[O:20])=[CH:21][CH:22]=1. Given the reactants [N:1]1[CH:6]=[CH:5][C:4]([N:7]2[CH2:12][CH2:11][CH:10]([CH2:13]O)[CH2:9][CH2:8]2)=[CH:3][CH:2]=1.[C:15]1(=O)[NH:19][C:18](=[O:20])[C:17]2=[CH:21][CH:22]=[CH:23][CH:24]=[C:16]12.[C:26]1(P([C:28]2[CH:29]=[CH:30]C=[CH:26][CH:27]=2)[C:28]2[CH:29]=[CH:30]C=[CH:26][CH:27]=2)C=[CH:30][CH:29]=[CH:28][CH:27]=1.N(C(OCC)=O)=N[C:47](OCC)=[O:48].Cl.O.[NH2:59]N, predict the reaction product. (4) Given the reactants Cl.Cl.[CH3:3][O:4][C:5]1[CH:6]=[C:7]([C:11]2([C:23]#[N:24])[CH2:16][CH2:15][N:14]([CH:17]3[CH2:22][CH2:21][NH:20][CH2:19][CH2:18]3)[CH2:13][CH2:12]2)[CH:8]=[CH:9][CH:10]=1.C(N(CC)CC)C.[C:32]1([CH3:42])[CH:37]=[CH:36][C:35]([S:38](Cl)(=[O:40])=[O:39])=[CH:34][CH:33]=1.O, predict the reaction product. The product is: [CH3:3][O:4][C:5]1[CH:6]=[C:7]([C:11]2([C:23]#[N:24])[CH2:12][CH2:13][N:14]([CH:17]3[CH2:22][CH2:21][N:20]([S:38]([C:35]4[CH:36]=[CH:37][C:32]([CH3:42])=[CH:33][CH:34]=4)(=[O:40])=[O:39])[CH2:19][CH2:18]3)[CH2:15][CH2:16]2)[CH:8]=[CH:9][CH:10]=1. (5) Given the reactants [CH:1]1([C:7]2[CH:12]=[CH:11][C:10]([C:13]3[O:17][N:16]=[C:15]([C:18]4[CH:26]=[CH:25][CH:24]=[C:23]5[C:19]=4[CH:20]=[CH:21][N:22]5[CH2:27][CH2:28][C:29]([O:31]CC)=[O:30])[N:14]=3)=[CH:9][C:8]=2[C:34]([F:37])([F:36])[F:35])[CH2:6][CH2:5][CH2:4][CH2:3][CH2:2]1.[OH-].[Na+:39], predict the reaction product. The product is: [CH:1]1([C:7]2[CH:12]=[CH:11][C:10]([C:13]3[O:17][N:16]=[C:15]([C:18]4[CH:26]=[CH:25][CH:24]=[C:23]5[C:19]=4[CH:20]=[CH:21][N:22]5[CH2:27][CH2:28][C:29]([O-:31])=[O:30])[N:14]=3)=[CH:9][C:8]=2[C:34]([F:35])([F:36])[F:37])[CH2:2][CH2:3][CH2:4][CH2:5][CH2:6]1.[Na+:39].